From a dataset of Catalyst prediction with 721,799 reactions and 888 catalyst types from USPTO. Predict which catalyst facilitates the given reaction. (1) Reactant: C([N:8]1[CH:12]=[C:11]([CH2:13][CH2:14][NH:15][C:16](=[O:36])[CH2:17][CH:18]2[CH2:23][CH2:22][N:21]([C:24]([O:26][CH2:27][C:28]3[CH:33]=[C:32]([Cl:34])[CH:31]=[C:30]([Cl:35])[CH:29]=3)=[O:25])[CH2:20][CH2:19]2)[N:10]=[N:9]1)C1C=CC=CC=1.[H][H]. Product: [NH:8]1[CH:12]=[C:11]([CH2:13][CH2:14][NH:15][C:16](=[O:36])[CH2:17][CH:18]2[CH2:23][CH2:22][N:21]([C:24]([O:26][CH2:27][C:28]3[CH:33]=[C:32]([Cl:34])[CH:31]=[C:30]([Cl:35])[CH:29]=3)=[O:25])[CH2:20][CH2:19]2)[N:10]=[N:9]1. The catalyst class is: 8. (2) Reactant: [Cl:1][C:2]1[C:8]([F:9])=[CH:7][C:5]([NH2:6])=[C:4]([N:10]2[CH2:15][CH2:14][N:13]([CH2:16][CH2:17][C:18]([F:21])([F:20])[F:19])[CH2:12][CH2:11]2)[CH:3]=1.C(OC([NH:29][CH2:30][C:31]1[CH:39]=[CH:38][C:34]([C:35](O)=[O:36])=[C:33]([F:40])[C:32]=1[F:41])=O)(C)(C)C.CN(C(ON1N=NC2C=CC=NC1=2)=[N+](C)C)C.F[P-](F)(F)(F)(F)F. Product: [NH2:29][CH2:30][C:31]1[CH:39]=[CH:38][C:34]([C:35]([NH:6][C:5]2[CH:7]=[C:8]([F:9])[C:2]([Cl:1])=[CH:3][C:4]=2[N:10]2[CH2:11][CH2:12][N:13]([CH2:16][CH2:17][C:18]([F:20])([F:21])[F:19])[CH2:14][CH2:15]2)=[O:36])=[C:33]([F:40])[C:32]=1[F:41]. The catalyst class is: 3. (3) Reactant: C([NH:4][OH:5])(=O)C.CC(C)([O-])C.[K+].C1COCC1.F[C:18]1[CH:25]=[CH:24][C:23]([C:26]2[CH:27]=[C:28]([N:35]([CH2:42][C:43]3[CH:48]=[CH:47][C:46]([O:49][CH3:50])=[CH:45][CH:44]=3)[C:36]3[CH:41]=[CH:40][CH:39]=[CH:38][CH:37]=3)[C:29]3[N:30]([CH:32]=[CH:33][N:34]=3)[N:31]=2)=[CH:22][C:19]=1[C:20]#[N:21]. Product: [CH3:50][O:49][C:46]1[CH:45]=[CH:44][C:43]([CH2:42][N:35]([C:36]2[CH:37]=[CH:38][CH:39]=[CH:40][CH:41]=2)[C:28]2[C:29]3[N:30]([CH:32]=[CH:33][N:34]=3)[N:31]=[C:26]([C:23]3[CH:24]=[CH:25][C:18]4[O:5][N:4]=[C:20]([NH2:21])[C:19]=4[CH:22]=3)[CH:27]=2)=[CH:48][CH:47]=1. The catalyst class is: 121.